This data is from Forward reaction prediction with 1.9M reactions from USPTO patents (1976-2016). The task is: Predict the product of the given reaction. (1) The product is: [N:1]1([CH:5]([C:7]2[N:8]=[C:9]([NH:14][C:15]3[S:16][C:17]([C:23]4[CH:28]=[CH:27][C:26]([F:29])=[CH:25][CH:24]=4)=[CH:18][C:19]=3[C:20]([NH2:22])=[O:21])[CH:10]=[CH:11][CH:12]=2)[CH3:6])[CH2:4][CH2:3][CH2:2]1. Given the reactants [N:1]1([CH:5]([C:7]2[CH:12]=[CH:11][CH:10]=[C:9](Br)[N:8]=2)[CH3:6])[CH2:4][CH2:3][CH2:2]1.[NH2:14][C:15]1[S:16][C:17]([C:23]2[CH:28]=[CH:27][C:26]([F:29])=[CH:25][CH:24]=2)=[CH:18][C:19]=1[C:20]([NH2:22])=[O:21], predict the reaction product. (2) Given the reactants [C:1]([O:5][C:6]([N:8]([C:28]([O:30][C:31]([CH3:34])([CH3:33])[CH3:32])=[O:29])[C:9]1[C:17]2[C:12](=[CH:13][CH:14]=[C:15]([N+:18]([O-])=O)[CH:16]=2)[N:11]([C:21]([O:23][C:24]([CH3:27])([CH3:26])[CH3:25])=[O:22])[N:10]=1)=[O:7])([CH3:4])([CH3:3])[CH3:2], predict the reaction product. The product is: [NH2:18][C:15]1[CH:16]=[C:17]2[C:12](=[CH:13][CH:14]=1)[N:11]([C:21]([O:23][C:24]([CH3:27])([CH3:26])[CH3:25])=[O:22])[N:10]=[C:9]2[N:8]([C:28]([O:30][C:31]([CH3:34])([CH3:33])[CH3:32])=[O:29])[C:6]([O:5][C:1]([CH3:3])([CH3:2])[CH3:4])=[O:7]. (3) Given the reactants [C:1]([C:4]1[O:8][C:7]([CH2:9][NH:10][C:11](=[O:25])[C@@H:12]([NH:17]C(=O)OC(C)(C)C)[C:13]([CH3:16])([CH3:15])[CH3:14])=[N:6][N:5]=1)(=[O:3])[NH2:2].[F:26][C:27]([F:32])([F:31])[C:28]([OH:30])=[O:29], predict the reaction product. The product is: [F:26][C:27]([F:32])([F:31])[C:28]([OH:30])=[O:29].[NH2:17][C@@H:12]([C:13]([CH3:16])([CH3:15])[CH3:14])[C:11]([NH:10][CH2:9][C:7]1[O:8][C:4]([C:1]([NH2:2])=[O:3])=[N:5][N:6]=1)=[O:25]. (4) Given the reactants [F:1][C:2]1[CH:7]=[CH:6][C:5]([CH:8]=[CH:9][C:10]2[CH:15]=[CH:14][C:13]([NH2:16])=[CH:12][CH:11]=2)=[CH:4][CH:3]=1, predict the reaction product. The product is: [F:1][C:2]1[CH:3]=[CH:4][C:5]([CH2:8][CH2:9][C:10]2[CH:11]=[CH:12][C:13]([NH2:16])=[CH:14][CH:15]=2)=[CH:6][CH:7]=1. (5) Given the reactants C([O-])([O-])=O.[Ca+2].[C:6]([O:9][C@@H:10]1[CH2:29][CH2:28][C@@:27]2([CH3:30])[C@@H:12]([CH2:13][CH2:14][C@@H:15]3[C@@H:26]2[CH2:25][CH2:24][C@@:23]2([CH3:31])[C@H:16]3[CH2:17][CH2:18][C@@H:19]2[C:20](=[O:22])[CH3:21])[CH2:11]1)(=[O:8])[CH3:7].[C:32]([O:35][C@@H:36]1[CH2:57][CH2:56][C@@:55]2([CH3:58])[C@@H:38]([CH2:39][CH2:40][C@@H:41]3[C@@H:54]2[CH2:53][CH2:52][C@@:51]2([CH3:59])[C@H:42]3[CH2:43][CH2:44][C@@H:45]2[C:46]([OH:50])([C:48]#[N:49])[CH3:47])[CH2:37]1)(=[O:34])[CH3:33], predict the reaction product. The product is: [C:6]([O:9][C@@H:10]1[CH2:29][CH2:28][C@@:27]2([CH3:30])[C@@H:12]([CH2:13][CH2:14][C@@H:15]3[C@@H:26]2[CH2:25][CH2:24][C@@:23]2([CH2:31][C:48]#[N:49])[C@H:16]3[CH2:17][CH2:18][C@@H:19]2[C:20](=[O:22])[CH3:21])[CH2:11]1)(=[O:8])[CH3:7].[C:32]([O:35][C@@H:36]1[CH2:57][CH2:56][C@@:55]2([CH3:58])[C@@H:38]([CH2:39][CH2:40][C@@H:41]3[C@@H:54]2[CH2:53][CH2:52][C@@:51]2([CH3:59])[C@H:42]3[CH2:43][CH2:44][C@@H:45]2[C:46](=[O:50])[CH3:47])[CH2:37]1)(=[O:34])[CH3:33]. (6) Given the reactants [CH2:1]([N:8]1[CH:12]=[C:11]([C:13]2[S:14][C:15]([C:19]([OH:21])=O)=[C:16]([CH3:18])[N:17]=2)[N:10]=[N:9]1)[C:2]1[CH:7]=[CH:6]C=CC=1.C1(C[N:26]2[CH:30]=[C:29]([C:31]3S[C:33]([C:37](O)=O)=[C:34](C)[N:35]=3)N=N2)CC1.N1C=CC=C(CN)C=1, predict the reaction product. The product is: [CH:2]1([CH2:1][N:8]2[CH:12]=[C:11]([C:13]3[S:14][C:15]([C:19]([NH:26][CH2:30][C:29]4[CH:31]=[N:35][CH:34]=[CH:33][CH:37]=4)=[O:21])=[C:16]([CH3:18])[N:17]=3)[N:10]=[N:9]2)[CH2:7][CH2:6]1. (7) Given the reactants Br[C:2]1[N:7]=[C:6]([C:8]([O:10][CH3:11])=[O:9])[CH:5]=[CH:4][C:3]=1[F:12].[F:13][C:14]1[C:19]([CH:20]=[O:21])=[CH:18][CH:17]=[C:16]([F:22])[C:15]=1B(O)O.C(P(C(C)(C)C)C(C)(C)C)(C)(C)C.[F-].[K+], predict the reaction product. The product is: [F:13][C:14]1[C:19]([CH:20]=[O:21])=[CH:18][CH:17]=[C:16]([F:22])[C:15]=1[C:2]1[N:7]=[C:6]([C:8]([O:10][CH3:11])=[O:9])[CH:5]=[CH:4][C:3]=1[F:12]. (8) Given the reactants C(O[CH:4]([O:13]CC)[C:5]1[CH:12]=[CH:11][C:8]([CH:9]=[O:10])=[CH:7][CH:6]=1)C.[CH2:16]([Mg]Br)[CH2:17][CH2:18][CH2:19][CH3:20].[NH4+].[Cl-], predict the reaction product. The product is: [OH:13][CH:4]([C:5]1[CH:12]=[CH:11][C:8]([CH:9]=[O:10])=[CH:7][CH:6]=1)[CH2:16][CH2:17][CH2:18][CH2:19][CH3:20]. (9) Given the reactants [F:1][C:2]1[CH:7]=[CH:6][C:5]([NH:8][C:9]2[C:10]3[C:17]([CH3:18])=[C:16]([C:19]([O:21][CH3:22])=[O:20])[S:15][C:11]=3[N:12]=[CH:13][N:14]=2)=[C:4]([OH:23])[CH:3]=1.O[CH:25]([CH2:35][CH3:36])[CH2:26][NH:27][C:28](=[O:34])[O:29][C:30]([CH3:33])([CH3:32])[CH3:31], predict the reaction product. The product is: [C:30]([O:29][C:28]([NH:27][CH2:26][CH:25]([O:23][C:4]1[CH:3]=[C:2]([F:1])[CH:7]=[CH:6][C:5]=1[NH:8][C:9]1[C:10]2[C:17]([CH3:18])=[C:16]([C:19]([O:21][CH3:22])=[O:20])[S:15][C:11]=2[N:12]=[CH:13][N:14]=1)[CH2:35][CH3:36])=[O:34])([CH3:33])([CH3:32])[CH3:31]. (10) Given the reactants [P:1]([OH:5])([OH:4])([O-:3])=[O:2].[K+].[O-2].[Mg+2:8], predict the reaction product. The product is: [P:1]([O-:5])([O-:4])([O-:3])=[O:2].[Mg+2:8].[P:1]([O-:5])([O-:4])([O-:3])=[O:2].[Mg+2:8].[Mg+2:8].